From a dataset of Forward reaction prediction with 1.9M reactions from USPTO patents (1976-2016). Predict the product of the given reaction. (1) Given the reactants [H-].[Na+].[Br:3][C:4]1[CH:8]=[CH:7][NH:6][C:5]=1[C:9]([O:11][CH2:12][CH3:13])=[O:10].[N+:14](C1C=C([N+]([O-])=O)C=CC=1ON)([O-])=O.O, predict the reaction product. The product is: [NH2:14][N:6]1[CH:7]=[CH:8][C:4]([Br:3])=[C:5]1[C:9]([O:11][CH2:12][CH3:13])=[O:10]. (2) Given the reactants [F:1]C1C(O)=NC(C2N3C=C(F)C=CC3=NC=2)=NC=1O.P(Cl)(Cl)(Cl)=O.[Cl:25][C:26]1[CH:31]=[C:30]([Cl:32])[N:29]=[C:28]([C:33]2[N:37]3[CH:38]=[C:39]([F:42])[CH:40]=[CH:41][C:36]3=[N:35][CH:34]=2)[N:27]=1, predict the reaction product. The product is: [Cl:25][C:26]1[C:31]([F:1])=[C:30]([Cl:32])[N:29]=[C:28]([C:33]2[N:37]3[CH:38]=[C:39]([F:42])[CH:40]=[CH:41][C:36]3=[N:35][CH:34]=2)[N:27]=1. (3) Given the reactants [F:1][C:2]([F:19])([F:18])[S:3]([NH:6][C:7]1[CH:17]=[CH:16][C:10]([C:11](OCC)=[O:12])=[CH:9][CH:8]=1)(=[O:5])=[O:4].O.[NH2:21][NH2:22], predict the reaction product. The product is: [F:1][C:2]([F:19])([F:18])[S:3]([NH:6][C:7]1[CH:17]=[CH:16][C:10]([C:11]([NH:21][NH2:22])=[O:12])=[CH:9][CH:8]=1)(=[O:5])=[O:4]. (4) Given the reactants Br[C:2]([CH2:4][O:5][CH2:6][CH:7]=[CH2:8])=[CH2:3].[Li]C(C)(C)C.C(O[B:18]1[O:22][C:21]([CH3:24])([CH3:23])[C:20]([CH3:26])([CH3:25])[O:19]1)(C)C, predict the reaction product. The product is: [CH3:25][C:20]1([CH3:26])[C:21]([CH3:24])([CH3:23])[O:22][B:18]([C:2]([CH2:4][O:5][CH2:6][CH:7]=[CH2:8])=[CH2:3])[O:19]1. (5) The product is: [CH3:25][S:26][CH2:3][C:4]1[N:5]([CH2:18][C:19]2[CH:24]=[CH:23][CH:22]=[CH:21][CH:20]=2)[C:6]2[C:15]3[CH:14]=[CH:13][CH:12]=[CH:11][C:10]=3[N:9]=[C:8]([NH2:16])[C:7]=2[N:17]=1. Given the reactants Cl.Cl[CH2:3][C:4]1[N:5]([CH2:18][C:19]2[CH:24]=[CH:23][CH:22]=[CH:21][CH:20]=2)[C:6]2[C:15]3[CH:14]=[CH:13][CH:12]=[CH:11][C:10]=3[N:9]=[C:8]([NH2:16])[C:7]=2[N:17]=1.[CH3:25][SH:26].C[O-].[Na+], predict the reaction product.